Predict the product of the given reaction. From a dataset of Forward reaction prediction with 1.9M reactions from USPTO patents (1976-2016). (1) Given the reactants [C:1]([NH:5][C:6](=[O:39])[NH:7][C@@H:8]([C:35]([CH3:38])([CH3:37])[CH3:36])[C:9]([N:11]1[CH2:15][C@H:14]([O:16][C:17]2[C:18]3[CH:31]=[CH:30][S:29][C:19]=3[N:20]=[C:21]([C:23]3[CH:28]=[CH:27][CH:26]=[CH:25][N:24]=3)[N:22]=2)[CH2:13][C@H:12]1[C:32](O)=[O:33])=[O:10])([CH3:4])([CH3:3])[CH3:2].[NH2:40][C@@H:41]([CH2:50][CH2:51][CH3:52])[CH:42]([OH:49])[C:43]([NH:45][CH:46]1[CH2:48][CH2:47]1)=[O:44].CN(C(ON1N=NC2C=CC=NC1=2)=[N+](C)C)C.F[P-](F)(F)(F)(F)F.C(N(C(C)C)CC)(C)C, predict the reaction product. The product is: [C:1]([NH:5][C:6](=[O:39])[NH:7][C@@H:8]([C:35]([CH3:37])([CH3:38])[CH3:36])[C:9]([N:11]1[CH2:15][C@H:14]([O:16][C:17]2[C:18]3[CH:31]=[CH:30][S:29][C:19]=3[N:20]=[C:21]([C:23]3[CH:28]=[CH:27][CH:26]=[CH:25][N:24]=3)[N:22]=2)[CH2:13][C@H:12]1[C:32]([NH:40][C@@H:41]([CH2:50][CH2:51][CH3:52])[CH:42]([OH:49])[C:43]([NH:45][CH:46]1[CH2:47][CH2:48]1)=[O:44])=[O:33])=[O:10])([CH3:4])([CH3:2])[CH3:3]. (2) Given the reactants Cl.[C:2]([NH:6][OH:7])([CH3:5])([CH3:4])[CH3:3].[S:8]([C:12]1[N:17]=[C:16]([S:18]([OH:21])(=[O:20])=[O:19])[C:15]2[NH:22][CH:23]=[CH:24][C:14]=2[C:13]=1[CH:25]=O)([OH:11])(=[O:10])=[O:9], predict the reaction product. The product is: [C:2]([N+:6]([O-:7])=[CH:25][C:13]1[C:12]([S:8]([OH:11])(=[O:9])=[O:10])=[N:17][C:16]([S:18]([OH:21])(=[O:20])=[O:19])=[C:15]2[NH:22][CH:23]=[CH:24][C:14]=12)([CH3:5])([CH3:4])[CH3:3]. (3) Given the reactants [C:1](=[N:9][OH:10])([NH2:8])[C:2]1[CH:7]=[CH:6][CH:5]=[CH:4][CH:3]=1.[C:11](#N)[C:12]1[CH:17]=[CH:16][C:15]([O:18][CH3:19])=[CH:14][CH:13]=1.C(OCC)(=O)C.Cl, predict the reaction product. The product is: [CH3:19][O:18][C:15]1[CH:16]=[CH:17][C:12]([C:11]2[O:10][N:9]=[C:1]([C:2]3[CH:7]=[CH:6][CH:5]=[CH:4][CH:3]=3)[N:8]=2)=[CH:13][CH:14]=1. (4) Given the reactants [CH3:1][N:2]1[CH2:7][CH2:6][N:5]([C:8]2[CH:9]=[CH:10][C:11]([N+:18]([O-])=O)=[C:12]3[C:17]=2[N:16]=[CH:15][CH:14]=[CH:13]3)[CH2:4][CH2:3]1.O.NN, predict the reaction product. The product is: [CH3:1][N:2]1[CH2:7][CH2:6][N:5]([C:8]2[CH:9]=[CH:10][C:11]([NH2:18])=[C:12]3[C:17]=2[N:16]=[CH:15][CH:14]=[CH:13]3)[CH2:4][CH2:3]1. (5) Given the reactants Cl[C:2]1[C:7]([N+:8]([O-])=O)=[C:6]([NH:11][C:12]2[N:17]=[CH:16][C:15]([F:18])=[CH:14][N:13]=2)[CH:5]=[C:4]([CH3:19])[N:3]=1.[N:20](OCCC(C)C)=O.[H+].[B-](F)(F)(F)F, predict the reaction product. The product is: [F:18][C:15]1[CH:14]=[N:13][C:12]([N:11]2[C:6]3[CH:5]=[C:4]([CH3:19])[N:3]=[CH:2][C:7]=3[N:8]=[N:20]2)=[N:17][CH:16]=1. (6) Given the reactants [Br:1][C:2]1[CH:3]=[CH:4][C:5]([CH3:11])=[C:6]([CH:10]=1)[C:7](O)=[O:8].CO.B, predict the reaction product. The product is: [Br:1][C:2]1[CH:3]=[CH:4][C:5]([CH3:11])=[C:6]([CH2:7][OH:8])[CH:10]=1.